From a dataset of NCI-60 drug combinations with 297,098 pairs across 59 cell lines. Regression. Given two drug SMILES strings and cell line genomic features, predict the synergy score measuring deviation from expected non-interaction effect. (1) Drug 1: CC12CCC3C(C1CCC2=O)CC(=C)C4=CC(=O)C=CC34C. Drug 2: CCC1=CC2CC(C3=C(CN(C2)C1)C4=CC=CC=C4N3)(C5=C(C=C6C(=C5)C78CCN9C7C(C=CC9)(C(C(C8N6C)(C(=O)OC)O)OC(=O)C)CC)OC)C(=O)OC.C(C(C(=O)O)O)(C(=O)O)O. Cell line: MALME-3M. Synergy scores: CSS=45.6, Synergy_ZIP=2.19, Synergy_Bliss=3.78, Synergy_Loewe=4.02, Synergy_HSA=5.89. (2) Drug 1: CCC1(CC2CC(C3=C(CCN(C2)C1)C4=CC=CC=C4N3)(C5=C(C=C6C(=C5)C78CCN9C7C(C=CC9)(C(C(C8N6C=O)(C(=O)OC)O)OC(=O)C)CC)OC)C(=O)OC)O.OS(=O)(=O)O. Drug 2: C#CCC(CC1=CN=C2C(=N1)C(=NC(=N2)N)N)C3=CC=C(C=C3)C(=O)NC(CCC(=O)O)C(=O)O. Cell line: NCIH23. Synergy scores: CSS=42.8, Synergy_ZIP=0.486, Synergy_Bliss=-2.44, Synergy_Loewe=-8.72, Synergy_HSA=-0.394. (3) Drug 1: CC12CCC3C(C1CCC2O)C(CC4=C3C=CC(=C4)O)CCCCCCCCCS(=O)CCCC(C(F)(F)F)(F)F. Drug 2: C1CN(P(=O)(OC1)NCCCl)CCCl. Cell line: OVCAR-8. Synergy scores: CSS=-2.25, Synergy_ZIP=-2.45, Synergy_Bliss=-6.04, Synergy_Loewe=-6.11, Synergy_HSA=-6.74.